This data is from Reaction yield outcomes from USPTO patents with 853,638 reactions. The task is: Predict the reaction yield, written as a fraction of the theoretical maximum amount of product (1.0 means a 100% yield; for example, 0.34 means a 34% yield). The reactants are Cl[C:2]1[C:7]([C:8]2[CH:13]=[CH:12][CH:11]=[C:10]([F:14])[CH:9]=2)=[CH:6][N:5]2[N:15]=[C:16]([CH3:18])[N:17]=[C:4]2[N:3]=1.[CH:19]([C:21]1[CH:26]=[CH:25][C:24](B(O)O)=[CH:23][CH:22]=1)=[O:20].C(=O)([O-])[O-].[Na+].[Na+]. The catalyst is COCCOC.O.C1C=CC(P(C2C=CC=CC=2)[C-]2C=CC=C2)=CC=1.C1C=CC(P(C2C=CC=CC=2)[C-]2C=CC=C2)=CC=1.Cl[Pd]Cl.[Fe+2]. The product is [F:14][C:10]1[CH:9]=[C:8]([C:7]2[C:2]([C:24]3[CH:25]=[CH:26][C:21]([CH:19]=[O:20])=[CH:22][CH:23]=3)=[N:3][C:4]3[N:5]([N:15]=[C:16]([CH3:18])[N:17]=3)[CH:6]=2)[CH:13]=[CH:12][CH:11]=1. The yield is 0.873.